Predict the reaction yield, written as a fraction of the theoretical maximum amount of product (1.0 means a 100% yield; for example, 0.34 means a 34% yield). From a dataset of Reaction yield outcomes from USPTO patents with 853,638 reactions. (1) The reactants are [O:1]1[CH:5]=[CH:4][CH:3]=[C:2]1[CH2:6][N:7]([CH2:29][C:30]1[CH:35]=[CH:34][C:33]([O:36][CH3:37])=[CH:32][CH:31]=1)[S:8]([C:11]1[CH:28]=[CH:27][C:14]([C:15]([O:17]CC2C=CC(OC)=CC=2)=[O:16])=[CH:13][CH:12]=1)(=[O:10])=[O:9].[Li+].[OH-].C1COCC1.CO.Cl. No catalyst specified. The product is [O:1]1[CH:5]=[CH:4][CH:3]=[C:2]1[CH2:6][N:7]([CH2:29][C:30]1[CH:31]=[CH:32][C:33]([O:36][CH3:37])=[CH:34][CH:35]=1)[S:8]([C:11]1[CH:28]=[CH:27][C:14]([C:15]([OH:17])=[O:16])=[CH:13][CH:12]=1)(=[O:10])=[O:9]. The yield is 0.360. (2) The catalyst is O1CCOCC1.C(OCC)(=O)C. The yield is 0.700. The product is [CH3:28][O:27][CH2:26][C@@H:24]1[CH2:23][N:22]([C:29]([O:31][C:32]([CH3:33])([CH3:35])[CH3:34])=[O:30])[C@H:21]([C:19]2[NH:18][C:17]3[C:36]4[C:13]([CH2:14][CH2:15][C:16]=3[N:20]=2)=[CH:12][C:11]2[C:5]3[C:6]([CH2:8][O:9][C:10]=2[CH:37]=4)=[CH:7][C:2]([B:38]2[O:42][C:41]([CH3:44])([CH3:43])[C:40]([CH3:46])([CH3:45])[O:39]2)=[CH:3][CH:4]=3)[CH2:25]1. The reactants are Cl[C:2]1[CH:7]=[C:6]2[CH2:8][O:9][C:10]3[CH:37]=[C:36]4[C:13]([CH2:14][CH2:15][C:16]5[N:20]=[C:19]([C@@H:21]6[CH2:25][C@H:24]([CH2:26][O:27][CH3:28])[CH2:23][N:22]6[C:29]([O:31][C:32]([CH3:35])([CH3:34])[CH3:33])=[O:30])[NH:18][C:17]=54)=[CH:12][C:11]=3[C:5]2=[CH:4][CH:3]=1.[B:38]1([B:38]2[O:42][C:41]([CH3:44])([CH3:43])[C:40]([CH3:46])([CH3:45])[O:39]2)[O:42][C:41]([CH3:44])([CH3:43])[C:40]([CH3:46])([CH3:45])[O:39]1.C([O-])(=O)C.[K+]. (3) The product is [CH2:5]([O:4][C:2]([NH:8][C@@H:9]([CH:10]([CH3:12])[CH3:11])[C:13]([OH:15])=[O:14])=[O:3])[CH:6]=[CH2:7]. The catalyst is O.C1COCC1. The reactants are Cl[C:2]([O:4][CH2:5][CH:6]=[CH2:7])=[O:3].[NH2:8][C@H:9]([C:13]([OH:15])=[O:14])[CH:10]([CH3:12])[CH3:11].C(=O)([O-])[O-].[K+].[K+]. The yield is 1.00.